This data is from Retrosynthesis with 50K atom-mapped reactions and 10 reaction types from USPTO. The task is: Predict the reactants needed to synthesize the given product. (1) The reactants are: CCNc1cnoc1C.O=C(Cl)C(F)F. Given the product CCN(C(=O)C(F)F)c1cnoc1C, predict the reactants needed to synthesize it. (2) The reactants are: N.O=C(CCl)N[C@H]1CC[C@H](O)CC1. Given the product NCC(=O)N[C@H]1CC[C@H](O)CC1, predict the reactants needed to synthesize it. (3) Given the product COc1ncc(-c2cc(-c3nnc(CN4C[C@H](C)O[C@H](C)C4)o3)c3cnn(S(=O)(=O)c4ccccc4)c3c2)cc1N, predict the reactants needed to synthesize it. The reactants are: COc1ncc(B2OC(C)(C)C(C)(C)O2)cc1N.C[C@H]1CN(Cc2nnc(-c3cc(Br)cc4c3cnn4S(=O)(=O)c3ccccc3)o2)C[C@@H](C)O1. (4) Given the product CCCCNC(=S)NC(C)(CC(C)C)N=NC(C)(C)C, predict the reactants needed to synthesize it. The reactants are: CC(C)CC(C)(N=C=S)N=NC(C)(C)C.CCCCN.